This data is from Forward reaction prediction with 1.9M reactions from USPTO patents (1976-2016). The task is: Predict the product of the given reaction. (1) Given the reactants [CH3:1][N:2]1[CH2:7][CH2:6][NH:5][CH2:4][CH2:3]1.C(N(CC)CC)C.[CH:15]([C:17]1[C:22]2[NH:23][C:24]([C:26]3[CH:34]=[CH:33][C:29]([C:30](O)=[O:31])=[CH:28][CH:27]=3)=[N:25][C:21]=2[CH:20]=[CH:19][C:18]=1[OH:35])=[O:16].ON1C2C=CC=CC=2N=N1.Cl.C(N=C=NCCCN(C)C)C, predict the reaction product. The product is: [OH:35][C:18]1[CH:19]=[CH:20][C:21]2[N:25]=[C:24]([C:26]3[CH:34]=[CH:33][C:29]([C:30]([N:5]4[CH2:6][CH2:7][N:2]([CH3:1])[CH2:3][CH2:4]4)=[O:31])=[CH:28][CH:27]=3)[NH:23][C:22]=2[C:17]=1[CH:15]=[O:16]. (2) Given the reactants C([O:5][C:6](=[O:31])[CH2:7][N:8]1[C:13]2[CH:14]=[CH:15][CH:16]=[CH:17][C:12]=2[S:11][CH:10]([CH2:18][N:19]([O:22][CH2:23][C:24]2[CH:29]=[CH:28][CH:27]=[CH:26][CH:25]=2)[CH:20]=[O:21])[C:9]1=[O:30])(C)(C)C.C(O)(C(F)(F)F)=O, predict the reaction product. The product is: [CH2:23]([O:22][N:19]([CH2:18][CH:10]1[C:9](=[O:30])[N:8]([CH2:7][C:6]([OH:31])=[O:5])[C:13]2[CH:14]=[CH:15][CH:16]=[CH:17][C:12]=2[S:11]1)[CH:20]=[O:21])[C:24]1[CH:25]=[CH:26][CH:27]=[CH:28][CH:29]=1. (3) Given the reactants C([O:5][C:6]1[CH:7]=[C:8]([N:15]2[CH:19]=[C:18]([F:20])[C:17]([F:21])=[CH:16]2)[CH:9]=[CH:10][C:11]=1[N+:12]([O-:14])=[O:13])(C)(C)C.C(O)(C(F)(F)F)=O, predict the reaction product. The product is: [F:20][C:18]1[C:17]([F:21])=[CH:16][N:15]([C:8]2[CH:9]=[CH:10][C:11]([N+:12]([O-:14])=[O:13])=[C:6]([OH:5])[CH:7]=2)[CH:19]=1. (4) Given the reactants [O:1]=[C:2]1[C:10]2[C:5](=[CH:6][CH:7]=[CH:8][CH:9]=2)[C:4](=[O:11])[N:3]1[CH2:12][CH2:13][CH2:14][CH2:15][CH2:16][CH2:17][CH2:18][N:19]([CH2:59][CH2:60][CH2:61][CH2:62][CH2:63][CH2:64][CH2:65][N:66]1[C:74](=[O:75])[C:73]2[C:68](=[CH:69][CH:70]=[CH:71][CH:72]=2)[C:67]1=[O:76])[C:20]([C:22]1[N:26]([CH2:27][C:28]2[CH:33]=[CH:32][CH:31]=[C:30]([CH2:34][OH:35])[CH:29]=2)[C:25]([C:36]#[C:37][C:38]([OH:51])([C:45]2[CH:50]=[CH:49][CH:48]=[CH:47][CH:46]=2)[C:39]2[CH:44]=[CH:43][CH:42]=[CH:41][CH:40]=2)=[C:24](/[CH:52]=[CH:53]/[C:54]([O:56][CH2:57][CH3:58])=[O:55])[CH:23]=1)=[O:21], predict the reaction product. The product is: [O:1]=[C:2]1[C:10]2[C:5](=[CH:6][CH:7]=[CH:8][CH:9]=2)[C:4](=[O:11])[N:3]1[CH2:12][CH2:13][CH2:14][CH2:15][CH2:16][CH2:17][CH2:18][N:19]([CH2:59][CH2:60][CH2:61][CH2:62][CH2:63][CH2:64][CH2:65][N:66]1[C:67](=[O:76])[C:68]2[C:73](=[CH:72][CH:71]=[CH:70][CH:69]=2)[C:74]1=[O:75])[C:20]([C:22]1[N:26]([CH2:27][C:28]2[CH:33]=[CH:32][CH:31]=[C:30]([CH2:34][OH:35])[CH:29]=2)[C:25]([CH2:36][CH2:37][C:38]([OH:51])([C:39]2[CH:40]=[CH:41][CH:42]=[CH:43][CH:44]=2)[C:45]2[CH:46]=[CH:47][CH:48]=[CH:49][CH:50]=2)=[C:24]([CH2:52][CH2:53][C:54]([O:56][CH2:57][CH3:58])=[O:55])[CH:23]=1)=[O:21]. (5) Given the reactants [Br:1][C:2]1[C:10]2[CH:9]=[CH:8][C:7](=[O:11])[N:6]([C:12]3[C:17]([F:18])=[CH:16][CH:15]=[CH:14][C:13]=3[F:19])[C:5]=2[S:4][C:3]=1[C:20]([O:22]CC)=[O:21].O.O[Li].O, predict the reaction product. The product is: [Br:1][C:2]1[C:10]2[CH:9]=[CH:8][C:7](=[O:11])[N:6]([C:12]3[C:17]([F:18])=[CH:16][CH:15]=[CH:14][C:13]=3[F:19])[C:5]=2[S:4][C:3]=1[C:20]([OH:22])=[O:21]. (6) Given the reactants [CH2:1]([NH:6][C:7]1[CH:8]=[C:9]([C:13]2[CH:18]=[CH:17][C:16]([C:19]([F:22])([F:21])[F:20])=[CH:15][CH:14]=2)[CH:10]=[CH:11][CH:12]=1)[CH2:2][CH2:3][CH2:4][CH3:5].Br[CH2:24][C:25]1[CH:37]=[CH:36][C:28]([O:29][CH2:30][C:31]([O:33][CH2:34][CH3:35])=[O:32])=[C:27]([CH3:38])[CH:26]=1.C(N(CC)C(C)C)(C)C, predict the reaction product. The product is: [CH3:38][C:27]1[CH:26]=[C:25]([CH2:24][N:6]([CH2:1][CH2:2][CH2:3][CH2:4][CH3:5])[C:7]2[CH:8]=[C:9]([C:13]3[CH:18]=[CH:17][C:16]([C:19]([F:20])([F:21])[F:22])=[CH:15][CH:14]=3)[CH:10]=[CH:11][CH:12]=2)[CH:37]=[CH:36][C:28]=1[O:29][CH2:30][C:31]([O:33][CH2:34][CH3:35])=[O:32]. (7) Given the reactants [CH2:1]([O:3][C:4](=[O:17])[CH:5]([O:14][CH2:15][CH3:16])[CH2:6][C:7]1[CH:12]=[CH:11][C:10]([OH:13])=[CH:9][CH:8]=1)[CH3:2].[C:18]([C:20]1[CH:28]=[CH:27][C:23]([CH2:24][CH2:25]O)=[CH:22][CH:21]=1)#[N:19], predict the reaction product. The product is: [CH2:1]([O:3][C:4](=[O:17])[CH:5]([O:14][CH2:15][CH3:16])[CH2:6][C:7]1[CH:8]=[CH:9][C:10]([O:13][CH2:25][CH2:24][C:23]2[CH:27]=[CH:28][C:20]([C:18]#[N:19])=[CH:21][CH:22]=2)=[CH:11][CH:12]=1)[CH3:2]. (8) Given the reactants [CH2:1]([O:8][C@@H:9]1[C@@H:15]([CH2:16][O:17][CH2:18][C:19]2[CH:24]=[CH:23][CH:22]=[CH:21][CH:20]=2)[O:14][CH:12]([OH:13])[CH2:11][C@H:10]1[OH:25])[C:2]1[CH:7]=[CH:6][CH:5]=[CH:4][CH:3]=1.O.Br.C(=O)([O-])[O-].[Na+].[Na+], predict the reaction product. The product is: [CH2:1]([O:8][C@H:9]([C@@H:15]([CH2:16][O:17][CH2:18][C:19]1[CH:20]=[CH:21][CH:22]=[CH:23][CH:24]=1)[OH:14])[C@H:10]([OH:25])[CH2:11][CH:12]=[O:13])[C:2]1[CH:3]=[CH:4][CH:5]=[CH:6][CH:7]=1.